From a dataset of Forward reaction prediction with 1.9M reactions from USPTO patents (1976-2016). Predict the product of the given reaction. (1) Given the reactants [CH2:1]([O:8][C:9](=[O:16])[NH:10][C@H:11]([CH2:14][OH:15])[CH2:12][CH3:13])[C:2]1[CH:7]=[CH:6][CH:5]=[CH:4][CH:3]=1.[Si:17](Cl)([C:30]([CH3:33])([CH3:32])[CH3:31])([C:24]1[CH:29]=[CH:28][CH:27]=[CH:26][CH:25]=1)[C:18]1[CH:23]=[CH:22][CH:21]=[CH:20][CH:19]=1.N1C=CN=C1, predict the reaction product. The product is: [CH2:1]([O:8][C:9](=[O:16])[NH:10][C@H:11]([CH2:14][O:15][Si:17]([C:30]([CH3:33])([CH3:32])[CH3:31])([C:24]1[CH:25]=[CH:26][CH:27]=[CH:28][CH:29]=1)[C:18]1[CH:23]=[CH:22][CH:21]=[CH:20][CH:19]=1)[CH2:12][CH3:13])[C:2]1[CH:7]=[CH:6][CH:5]=[CH:4][CH:3]=1. (2) Given the reactants C([Li])CCC.C(NC(C)C)(C)C.[Li+].CC([N-]C(C)C)C.[CH3:21][C:22]1[CH:27]=[N:26][CH:25]=[CH:24][N:23]=1.Br[CH2:29][C:30]([O:32][C:33](C)(C)[CH3:34])=[O:31], predict the reaction product. The product is: [CH2:33]([O:32][C:30](=[O:31])[CH2:29][CH2:21][C:22]1[CH:27]=[N:26][CH:25]=[CH:24][N:23]=1)[CH3:34]. (3) Given the reactants Br[C:2]1[N:10]2[C:5]([CH:6]=[N:7][C:8]([NH:11][C:12]3[CH:17]=[CH:16][C:15]([N:18]4[CH2:23][CH2:22][N:21]([CH3:24])[CH2:20][CH2:19]4)=[CH:14][CH:13]=3)=[N:9]2)=[CH:4][CH:3]=1.[CH3:25][C:26]1[CH:31]=[CH:30][N:29]=[CH:28][C:27]=1B(O)O, predict the reaction product. The product is: [CH3:24][N:21]1[CH2:20][CH2:19][N:18]([C:15]2[CH:14]=[CH:13][C:12]([NH:11][C:8]3[N:7]=[CH:6][C:5]4=[CH:4][CH:3]=[C:2]([C:27]5[CH:28]=[N:29][CH:30]=[CH:31][C:26]=5[CH3:25])[N:10]4[N:9]=3)=[CH:17][CH:16]=2)[CH2:23][CH2:22]1. (4) Given the reactants [O-2].[Gd+3:2].[O-2].[O-2].[Gd+3].[C:6]([CH2:9][N:10]1[CH2:21][CH2:20][N:19]([C:22](=[O:31])[NH:23][C:24]2[CH:29]=[CH:28][C:27]([CH3:30])=[CH:26][CH:25]=2)[CH2:18][CH2:17][N:16]([CH2:32][C:33]([OH:35])=[O:34])[CH2:15][CH2:14][N:13]([CH2:36][C:37]([OH:39])=[O:38])[CH2:12][CH2:11]1)([OH:8])=[O:7], predict the reaction product. The product is: [C:33]([CH2:32][N:16]1[CH2:17][CH2:18][N:19]([C:22](=[O:31])[NH:23][C:24]2[CH:25]=[CH:26][C:27]([CH3:30])=[CH:28][CH:29]=2)[CH2:20][CH2:21][N:10]([CH2:9][C:6]([OH:8])=[O:7])[CH2:11][CH2:12][N:13]([CH2:36][C:37]([OH:39])=[O:38])[CH2:14][CH2:15]1)([OH:35])=[O:34].[Gd:2]. (5) Given the reactants [Br:1][C:2]1[C:7]([CH3:8])=[CH:6][C:5]([N+:9]([O-:11])=[O:10])=[CH:4][C:3]=1[CH2:12][C:13]([OH:15])=[O:14].S(=O)(=O)(O)O.[CH3:21]O, predict the reaction product. The product is: [Br:1][C:2]1[C:7]([CH3:8])=[CH:6][C:5]([N+:9]([O-:11])=[O:10])=[CH:4][C:3]=1[CH2:12][C:13]([O:15][CH3:21])=[O:14]. (6) Given the reactants [CH2:1]([O:3][C:4]([C:6]1[C:10]([CH3:11])=[C:9]([C:12]2[CH:17]=[CH:16][C:15]([Cl:18])=[CH:14][CH:13]=2)[N:8]([C:19]2[CH:24]=[CH:23][CH:22]=[CH:21][C:20]=2[Cl:25])[N:7]=1)=[O:5])[CH3:2].[Br:26]N1C(=O)CCC1=O, predict the reaction product. The product is: [CH2:1]([O:3][C:4]([C:6]1[C:10]([CH2:11][Br:26])=[C:9]([C:12]2[CH:17]=[CH:16][C:15]([Cl:18])=[CH:14][CH:13]=2)[N:8]([C:19]2[CH:24]=[CH:23][CH:22]=[CH:21][C:20]=2[Cl:25])[N:7]=1)=[O:5])[CH3:2]. (7) The product is: [F:16][C:10]1[CH:11]=[C:12]([F:15])[CH:13]=[CH:14][C:9]=1[N:5]1[N:4]=[C:3]([CH2:2][C:31]2[CH:30]=[CH:29][N:28]=[C:27]([C:26]([F:43])([F:42])[F:25])[CH:32]=2)[C:7]([CH3:8])=[N:6]1. Given the reactants Br[CH2:2][C:3]1[C:7]([CH3:8])=[N:6][N:5]([C:9]2[CH:14]=[CH:13][C:12]([F:15])=[CH:11][C:10]=2[F:16])[N:4]=1.[O-]P([O-])([O-])=O.[K+].[K+].[K+].[F:25][C:26]([F:43])([F:42])[C:27]1[CH:32]=[C:31](B2OC(C)(C)C(C)(C)O2)[CH:30]=[CH:29][N:28]=1, predict the reaction product. (8) Given the reactants C[C:2]1([C:5]([C:7]2[C:12]3[N:13]4[CH2:19][CH2:18][CH2:17][N:16]([C:20]5[C:21]([CH3:28])=[N:22][C:23]([O:26][CH3:27])=[CH:24][CH:25]=5)[C:14]4=[N:15][C:11]=3[C:10]([Cl:29])=[CH:9][CH:8]=2)=[O:6])[CH2:4][CH2:3]1.O1[CH2:34][CH2:33][CH2:32]C1, predict the reaction product. The product is: [Cl:29][C:10]1[C:11]2[N:15]=[C:14]3[N:16]([C:20]4[C:21]([CH3:28])=[N:22][C:23]([O:26][CH3:27])=[CH:24][CH:25]=4)[CH2:17][CH2:18][CH2:19][N:13]3[C:12]=2[C:7]([C:5]([CH:2]2[CH2:3][CH2:4]2)([CH:32]2[CH2:33][CH2:34]2)[OH:6])=[CH:8][CH:9]=1. (9) Given the reactants [NH2:1][C:2]1[C:11]2[C:6](=[CH:7][CH:8]=[C:9]([C:12]([OH:14])=O)[CH:10]=2)[N:5]=[C:4]([CH3:15])[CH:3]=1.C(OC([NH:23][C:24]1[CH:30]=[CH:29][C:27]([NH2:28])=[CH:26][CH:25]=1)=O)(C)(C)C.C(N(CC)CC)C.CN([P+](ON1N=NC2C=CC=CC1=2)(N(C)C)N(C)C)C.F[P-](F)(F)(F)(F)F, predict the reaction product. The product is: [NH2:1][C:2]1[C:11]2[C:6](=[CH:7][CH:8]=[C:9]([C:12]([NH:23][C:24]3[CH:30]=[CH:29][C:27]([NH2:28])=[CH:26][CH:25]=3)=[O:14])[CH:10]=2)[N:5]=[C:4]([CH3:15])[CH:3]=1.